Dataset: Forward reaction prediction with 1.9M reactions from USPTO patents (1976-2016). Task: Predict the product of the given reaction. (1) The product is: [O:1]=[C:2]([CH3:6])[CH2:3][CH2:4][O:5][C:7](=[O:14])[C:8]1[CH:13]=[CH:12][CH:11]=[CH:10][CH:9]=1. Given the reactants [O:1]=[C:2]([CH3:6])[CH2:3][CH2:4][OH:5].[C:7](Cl)(=[O:14])[C:8]1[CH:13]=[CH:12][CH:11]=[CH:10][CH:9]=1.C(N(CC)CC)C, predict the reaction product. (2) Given the reactants [Cl:1][C:2]1[C:11]2[C:6](=[CH:7][CH:8]=[CH:9][CH:10]=2)[N:5]=[C:4]([C:12]([O:14]CC)=O)[N:3]=1.[F:17][C:18]1[CH:23]=[CH:22][C:21]([Mg]Br)=[CH:20][CH:19]=1.C1COCC1, predict the reaction product. The product is: [Cl:1][C:2]1[C:11]2[C:6](=[CH:7][CH:8]=[CH:9][CH:10]=2)[N:5]=[C:4]([C:12]([C:21]2[CH:22]=[CH:23][C:18]([F:17])=[CH:19][CH:20]=2)=[O:14])[N:3]=1.